From a dataset of Reaction yield outcomes from USPTO patents with 853,638 reactions. Predict the reaction yield, written as a fraction of the theoretical maximum amount of product (1.0 means a 100% yield; for example, 0.34 means a 34% yield). (1) The yield is 0.250. The reactants are Cl.[CH3:2][C:3]1[CH:8]=[C:7]([C:9](=[O:38])[CH2:10][C@H:11]([C:19]2[CH:24]=[CH:23][C:22]([C:25]3[CH2:30][CH2:29][N:28](C(OC(C)(C)C)=O)[CH2:27][CH:26]=3)=[CH:21][CH:20]=2)[C:12]2[CH:17]=[CH:16][CH:15]=[CH:14][C:13]=2[CH3:18])[CH:6]=[CH:5][N:4]=1.C(N(CC)C(C)C)(C)C.[CH3:48][S:49](Cl)(=[O:51])=[O:50]. The product is [CH3:2][C:3]1[CH:8]=[C:7]([C:9](=[O:38])[CH2:10][C@H:11]([C:19]2[CH:24]=[CH:23][C:22]([C:25]3[CH2:30][CH2:29][N:28]([S:49]([CH3:48])(=[O:51])=[O:50])[CH2:27][CH:26]=3)=[CH:21][CH:20]=2)[C:12]2[CH:17]=[CH:16][CH:15]=[CH:14][C:13]=2[CH3:18])[CH:6]=[CH:5][N:4]=1. No catalyst specified. (2) The reactants are CCN(C(C)C)C(C)C.[Cl:10][C:11]1[CH:19]=[CH:18][C:14]([C:15]([OH:17])=O)=[CH:13][CH:12]=1.CN(C(ON1N=NC2C=CC=CC1=2)=[N+](C)C)C.[B-](F)(F)(F)F.[CH3:42][NH:43][C@@H:44]([CH3:51])[CH2:45][N:46]1[CH2:49][CH:48]([OH:50])[CH2:47]1. The catalyst is C(Cl)Cl.C1COCC1. The product is [Cl:10][C:11]1[CH:12]=[CH:13][C:14]([C:15]([N:43]([C@@H:44]([CH3:51])[CH2:45][N:46]2[CH2:49][CH:48]([OH:50])[CH2:47]2)[CH3:42])=[O:17])=[CH:18][CH:19]=1. The yield is 0.160. (3) The catalyst is C1(C)C=CC=CC=1. The reactants are [C:1]([O:5][C:6](=[O:28])[C:7]1[CH:12]=[CH:11][C:10]([N:13]2[C:17]([C:18]3[CH:23]=[CH:22][CH:21]=[CH:20][CH:19]=3)=[CH:16][CH:15]=[C:14]2[CH2:24][CH2:25][C:26]#[N:27])=[CH:9][CH:8]=1)([CH3:4])([CH3:3])[CH3:2].[N:29]([Si](C)(C)C)=[N+:30]=[N-:31]. The product is [C:1]([O:5][C:6](=[O:28])[C:7]1[CH:12]=[CH:11][C:10]([N:13]2[C:14]([CH2:24][CH2:25][C:26]3[NH:31][N:30]=[N:29][N:27]=3)=[CH:15][CH:16]=[C:17]2[C:18]2[CH:19]=[CH:20][CH:21]=[CH:22][CH:23]=2)=[CH:9][CH:8]=1)([CH3:4])([CH3:2])[CH3:3]. The yield is 0.620. (4) The reactants are [C:1]([O:4][CH2:5][C:6]([N:8]([CH2:13][C:14]1[N:18]([CH3:19])[C:17]([C:20]2[S:28][C:27]3[C:22](=[N:23][CH:24]=[CH:25][C:26]=3[O:29][C:30]3[CH:35]=[CH:34][C:33]([N+:36]([O-])=O)=[CH:32][C:31]=3[F:39])[CH:21]=2)=[N:16][CH:15]=1)[CH2:9][CH2:10][O:11][CH3:12])=[O:7])(=[O:3])[CH3:2].[Cl-].[NH4+].O. The catalyst is C(O)C.[Fe]. The product is [C:1]([O:4][CH2:5][C:6]([N:8]([CH2:13][C:14]1[N:18]([CH3:19])[C:17]([C:20]2[S:28][C:27]3[C:22](=[N:23][CH:24]=[CH:25][C:26]=3[O:29][C:30]3[CH:35]=[CH:34][C:33]([NH2:36])=[CH:32][C:31]=3[F:39])[CH:21]=2)=[N:16][CH:15]=1)[CH2:9][CH2:10][O:11][CH3:12])=[O:7])(=[O:3])[CH3:2]. The yield is 0.470.